Dataset: Full USPTO retrosynthesis dataset with 1.9M reactions from patents (1976-2016). Task: Predict the reactants needed to synthesize the given product. Given the product [CH2:13]([O:20][C:21]1[CH:48]=[C:47]([N:1]2[CH2:6][CH2:5][CH2:4][CH2:3][CH2:2]2)[CH:46]=[CH:45][C:22]=1[C:23]([NH:25][C:26]1[CH:38]=[C:37]([C:39]2[CH:44]=[CH:43][CH:42]=[CH:41][CH:40]=2)[CH:36]=[CH:35][C:27]=1[C:28]([O:30][C:31]([CH3:34])([CH3:33])[CH3:32])=[O:29])=[O:24])[C:14]1[CH:15]=[CH:16][CH:17]=[CH:18][CH:19]=1, predict the reactants needed to synthesize it. The reactants are: [NH:1]1[CH2:6][CH2:5][CH2:4][CH2:3][CH2:2]1.C(=O)([O-])[O-].[Cs+].[Cs+].[CH2:13]([O:20][C:21]1[CH:48]=[C:47](I)[CH:46]=[CH:45][C:22]=1[C:23]([NH:25][C:26]1[CH:38]=[C:37]([C:39]2[CH:44]=[CH:43][CH:42]=[CH:41][CH:40]=2)[CH:36]=[CH:35][C:27]=1[C:28]([O:30][C:31]([CH3:34])([CH3:33])[CH3:32])=[O:29])=[O:24])[C:14]1[CH:19]=[CH:18][CH:17]=[CH:16][CH:15]=1.C(O)(=O)CC(CC(O)=O)(C(O)=O)O.